This data is from Catalyst prediction with 721,799 reactions and 888 catalyst types from USPTO. The task is: Predict which catalyst facilitates the given reaction. (1) Reactant: [H-].[H-].[H-].[H-].[Li+].[Al+3].[F:7][C:8]([F:21])([F:20])[C:9]1[CH:10]=[C:11]([CH:15]=[CH:16][C:17](=[O:19])[CH3:18])[CH:12]=[CH:13][CH:14]=1. Product: [F:7][C:8]([F:20])([F:21])[C:9]1[CH:10]=[C:11]([CH2:15][CH2:16][CH:17]([OH:19])[CH3:18])[CH:12]=[CH:13][CH:14]=1. The catalyst class is: 1. (2) Reactant: [NH:1]1[C:9]2[C:4](=[CH:5][C:6](B(O)O)=[CH:7][CH:8]=2)[CH:3]=[CH:2]1.Br[C:14]1[CH:15]=[C:16]([CH:20]=[O:21])[CH:17]=[N:18][CH:19]=1.C(Cl)Cl.C(=O)([O-])[O-].[Na+].[Na+].O. Product: [NH:1]1[C:9]2[C:4](=[CH:5][C:6]([C:14]3[CH:15]=[C:16]([CH:20]=[O:21])[CH:17]=[N:18][CH:19]=3)=[CH:7][CH:8]=2)[CH:3]=[CH:2]1. The catalyst class is: 294. (3) Reactant: [OH:1][C:2]1[CH:7]=[CH:6][C:5]([C:8](=[O:28])[CH2:9][NH:10][C:11]([C@@:13]2([CH3:27])[CH2:17][O:16][C:15]([CH3:19])([CH3:18])[N:14]2[C:20]([O:22][C:23]([CH3:26])([CH3:25])[CH3:24])=[O:21])=[O:12])=[CH:4][C:3]=1[C:29]([F:32])([F:31])[F:30].[CH2:33]([O:41][CH2:42][CH2:43]O)[CH2:34][C:35]1[CH:40]=[CH:39][CH:38]=[CH:37][CH:36]=1.C1C=CC(P(C2C=CC=CC=2)C2C=CC=CC=2)=CC=1.CC(OC(/N=N/C(OC(C)C)=O)=O)C. Product: [CH3:18][C:15]1([CH3:19])[N:14]([C:20]([O:22][C:23]([CH3:24])([CH3:25])[CH3:26])=[O:21])[C@@:13]([CH3:27])([C:11](=[O:12])[NH:10][CH2:9][C:8](=[O:28])[C:5]2[CH:6]=[CH:7][C:2]([O:1][CH2:43][CH2:42][O:41][CH2:33][CH2:34][C:35]3[CH:40]=[CH:39][CH:38]=[CH:37][CH:36]=3)=[C:3]([C:29]([F:31])([F:32])[F:30])[CH:4]=2)[CH2:17][O:16]1. The catalyst class is: 2.